Dataset: Reaction yield outcomes from USPTO patents with 853,638 reactions. Task: Predict the reaction yield, written as a fraction of the theoretical maximum amount of product (1.0 means a 100% yield; for example, 0.34 means a 34% yield). (1) The reactants are [SH:1][C:2]1[CH:11]=[CH:10][C:5]([C:6]([O:8][CH3:9])=[O:7])=[CH:4][CH:3]=1.C(=O)([O-])[O-].[K+].[K+].[Cl:18][C:19]1[CH:24]=[CH:23][C:22]([C:25]2[N:29]([CH:30]([CH:40]3[CH2:45][CH2:44][CH2:43][CH2:42][CH2:41]3)[CH2:31]OC3C=CC=CC=3F)[C:28]3[CH:46]=[C:47]([F:51])[C:48]([F:50])=[CH:49][C:27]=3[N:26]=2)=[CH:21][CH:20]=1. The catalyst is CN(C)C=O. The product is [CH3:9][O:8][C:6](=[O:7])[C:5]1[CH:4]=[CH:3][C:2]([S:1][CH2:31][CH:30]([N:29]2[C:28]3[CH:46]=[C:47]([F:51])[C:48]([F:50])=[CH:49][C:27]=3[N:26]=[C:25]2[C:22]2[CH:23]=[CH:24][C:19]([Cl:18])=[CH:20][CH:21]=2)[CH:40]2[CH2:41][CH2:42][CH2:43][CH2:44][CH2:45]2)=[CH:11][CH:10]=1. The yield is 0.650. (2) The reactants are [NH2:1][C:2]1[CH:11]=[CH:10][CH:9]=[C:8]2[C:3]=1[C:4](=[O:21])[N:5]([CH:13]1[CH2:18][CH2:17][C:16](=[O:19])[NH:15][C:14]1=[O:20])[C:6]([CH3:12])=[N:7]2.[Cl:22][C:23]1[CH:24]=[C:25]([CH:29]=[CH:30][CH:31]=1)[C:26](Cl)=[O:27]. The catalyst is O1CCCC1. The product is [Cl:22][C:23]1[CH:24]=[C:25]([CH:29]=[CH:30][CH:31]=1)[C:26]([NH:1][C:2]1[CH:11]=[CH:10][CH:9]=[C:8]2[C:3]=1[C:4](=[O:21])[N:5]([CH:13]1[CH2:18][CH2:17][C:16](=[O:19])[NH:15][C:14]1=[O:20])[C:6]([CH3:12])=[N:7]2)=[O:27]. The yield is 0.460. (3) The catalyst is C(O)C. The yield is 0.720. The reactants are C([O:3][C:4](=[O:17])[CH2:5][O:6][C:7]1[CH:12]=[CH:11][C:10]([Br:13])=[CH:9][C:8]=1[C:14](=O)[CH3:15])C.[O-]CC.[Na+].CO.ClCCl. The product is [Br:13][C:10]1[CH:11]=[CH:12][C:7]2[O:6][C:5]([C:4]([OH:3])=[O:17])=[C:14]([CH3:15])[C:8]=2[CH:9]=1.